Dataset: Reaction yield outcomes from USPTO patents with 853,638 reactions. Task: Predict the reaction yield, written as a fraction of the theoretical maximum amount of product (1.0 means a 100% yield; for example, 0.34 means a 34% yield). (1) The reactants are Cl.C(OC([C:12]1[C:20]2[C:15](=[CH:16][CH:17]=[C:18](OC3CCNC3)[CH:19]=2)[NH:14][C:13]=1C)=O)C1C=CC=CC=1.C(=O)C.C([BH3-])#[N:32].[Na+]. The catalyst is CO. The product is [NH:14]1[C:15]2[C:20](=[CH:19][CH:18]=[CH:17][CH:16]=2)[CH:12]=[C:13]1[NH2:32]. The yield is 0.100. (2) The reactants are [CH3:1][O:2][CH2:3][CH2:4][N:5]1[C:9]([CH3:10])=[C:8]([CH3:11])[S:7][C:6]1=[NH:12].CCN(CC)CC.[Cl:20][C:21]1[CH:29]=[CH:28][CH:27]=[CH:26][C:22]=1[C:23](Cl)=[O:24]. The catalyst is C1COCC1. The product is [Cl:20][C:21]1[CH:29]=[CH:28][CH:27]=[CH:26][C:22]=1[C:23](/[N:12]=[C:6]1\[S:7][C:8]([CH3:11])=[C:9]([CH3:10])[N:5]\1[CH2:4][CH2:3][O:2][CH3:1])=[O:24]. The yield is 0.370. (3) The reactants are [H-].[Na+].[CH2:3]([O:10][C:11]1[CH:20]=[C:19]2[C:14]([C:15](=[O:21])[NH:16][CH:17]=[N:18]2)=[CH:13][CH:12]=1)[C:4]1[CH:9]=[CH:8][CH:7]=[CH:6][CH:5]=1.[C:22]([O:28][CH2:29]Cl)(=[O:27])[C:23]([CH3:26])([CH3:25])[CH3:24].Cl.CN([CH:35]=[O:36])C. The catalyst is C(OCC)(=O)C. The product is [CH2:3]([O:10][C:11]1[CH:20]=[C:19]2[C:14]([C:15](=[O:21])[N:16]([CH2:29][O:28][C:22](=[O:27])[C:23]([CH3:26])([CH3:25])[CH3:24])[CH:17]=[N:18]2)=[CH:13][C:12]=1[O:36][CH3:35])[C:4]1[CH:9]=[CH:8][CH:7]=[CH:6][CH:5]=1. The yield is 0.840. (4) The reactants are [CH2:1]([NH:8][C:9]1[C:10]2[N:11]([CH:16]=[CH:17][C:18]=2[Cl:19])[N:12]=[C:13](Cl)[CH:14]=1)[C:2]1[CH:7]=[CH:6][CH:5]=[CH:4][CH:3]=1.[C:20]([NH:24][S:25]([C:28]1[CH:29]=[N:30][CH:31]=[C:32](B2OC(C)(C)C(C)(C)O2)[CH:33]=1)(=[O:27])=[O:26])([CH3:23])([CH3:22])[CH3:21].C([O-])([O-])=O.[Cs+].[Cs+]. The catalyst is O1CCOCC1.O. The product is [CH2:1]([NH:8][C:9]1[C:10]2[N:11]([CH:16]=[CH:17][C:18]=2[Cl:19])[N:12]=[C:13]([C:32]2[CH:33]=[C:28]([S:25]([NH:24][C:20]([CH3:23])([CH3:22])[CH3:21])(=[O:27])=[O:26])[CH:29]=[N:30][CH:31]=2)[CH:14]=1)[C:2]1[CH:7]=[CH:6][CH:5]=[CH:4][CH:3]=1. The yield is 0.471. (5) The reactants are [NH2:1][C:2]1[N:3]=[C:4]([NH:17][CH:18]2[CH2:23][CH2:22][NH:21][CH2:20][CH2:19]2)[S:5][C:6]=1[C:7]([C:9]1[C:14]([F:15])=[CH:13][CH:12]=[CH:11][C:10]=1[F:16])=[O:8].[C:24]1([NH:30][S:31](Cl)(=[O:33])=[O:32])[CH:29]=[CH:28][CH:27]=[CH:26][CH:25]=1. No catalyst specified. The product is [C:24]1([NH:30][S:31]([N:21]2[CH2:22][CH2:23][CH:18]([NH:17][C:4]3[S:5][C:6]([C:7](=[O:8])[C:9]4[C:14]([F:15])=[CH:13][CH:12]=[CH:11][C:10]=4[F:16])=[C:2]([NH2:1])[N:3]=3)[CH2:19][CH2:20]2)(=[O:33])=[O:32])[CH:29]=[CH:28][CH:27]=[CH:26][CH:25]=1. The yield is 0.310. (6) The reactants are [Br:1][C:2]1[CH:6]=[N:5][N:4]([CH:7]([CH3:9])[CH3:8])[C:3]=1[C:10]1[CH:11]=[C:12]([NH2:18])[CH:13]=[CH:14][C:15]=1[O:16][CH3:17].[Cl:19][C:20]1[CH:25]=[CH:24][C:23]([N:26]=[C:27]=[O:28])=[CH:22][CH:21]=1. The catalyst is C(Cl)Cl. The product is [Br:1][C:2]1[CH:6]=[N:5][N:4]([CH:7]([CH3:9])[CH3:8])[C:3]=1[C:10]1[CH:11]=[C:12]([NH:18][C:27]([NH:26][C:23]2[CH:24]=[CH:25][C:20]([Cl:19])=[CH:21][CH:22]=2)=[O:28])[CH:13]=[CH:14][C:15]=1[O:16][CH3:17]. The yield is 0.420. (7) The reactants are [Br:1][C:2]1[CH:3]=[C:4]([CH:7]=[C:8]([Cl:10])[CH:9]=1)[CH:5]=O.[N:11]1([C:17]([O:19][C:20]([CH3:23])([CH3:22])[CH3:21])=[O:18])[CH2:16][CH2:15][NH:14][CH2:13][CH2:12]1. No catalyst specified. The product is [Br:1][C:2]1[CH:3]=[C:4]([CH:7]=[C:8]([Cl:10])[CH:9]=1)[CH2:5][N:14]1[CH2:13][CH2:12][N:11]([C:17]([O:19][C:20]([CH3:23])([CH3:22])[CH3:21])=[O:18])[CH2:16][CH2:15]1. The yield is 0.560.